From a dataset of Full USPTO retrosynthesis dataset with 1.9M reactions from patents (1976-2016). Predict the reactants needed to synthesize the given product. (1) Given the product [C:1]([O:5][C:6](=[O:13])[NH:7][C@H:8]1[CH2:11][C@H:10]([N:23]2[C:18]3=[N:17][CH:16]=[C:15]([Br:14])[N:20]=[C:19]3[N:21]([CH:25]3[CH2:26][CH2:27]3)[C:22]2=[O:24])[CH2:9]1)([CH3:4])([CH3:3])[CH3:2], predict the reactants needed to synthesize it. The reactants are: [C:1]([O:5][C:6](=[O:13])[NH:7][C@H:8]1[CH2:11][C@H:10](O)[CH2:9]1)([CH3:4])([CH3:3])[CH3:2].[Br:14][C:15]1[N:20]=[C:19]2[N:21]([CH:25]3[CH2:27][CH2:26]3)[C:22](=[O:24])[NH:23][C:18]2=[N:17][CH:16]=1.C1(P(C2C=CC=CC=2)C2C=CC=CC=2)C=CC=CC=1.CC(OC(/N=N/C(OC(C)C)=O)=O)C. (2) Given the product [C:1]([O:5][C:6]([N:8]1[CH2:12][CH2:11][C@H:10]([S:47][C:45](=[O:48])[CH3:46])[CH2:9]1)=[O:7])([CH3:4])([CH3:3])[CH3:2], predict the reactants needed to synthesize it. The reactants are: [C:1]([O:5][C:6]([N:8]1[CH2:12][CH2:11][C@@H:10](O)[CH2:9]1)=[O:7])([CH3:4])([CH3:3])[CH3:2].C1(P(C2C=CC=CC=2)C2C=CC=CC=2)C=CC=CC=1.CCOC(/N=N/C(OCC)=O)=O.[C:45]([OH:48])(=[S:47])[CH3:46].